Predict the product of the given reaction. From a dataset of Forward reaction prediction with 1.9M reactions from USPTO patents (1976-2016). (1) Given the reactants C[O:2][C:3]([C:5]1[CH:13]=[C:12]2[C:8]([C:9]([C:14]([C:16]3[C:17]([C:22]4[CH:27]=[CH:26][C:25]([F:28])=[CH:24][CH:23]=4)=[N:18][O:19][C:20]=3[CH3:21])=[O:15])=[CH:10][NH:11]2)=[CH:7][CH:6]=1)=[O:4].O[Li].O, predict the reaction product. The product is: [F:28][C:25]1[CH:26]=[CH:27][C:22]([C:17]2[C:16]([C:14]([C:9]3[C:8]4[C:12](=[CH:13][C:5]([C:3]([OH:4])=[O:2])=[CH:6][CH:7]=4)[NH:11][CH:10]=3)=[O:15])=[C:20]([CH3:21])[O:19][N:18]=2)=[CH:23][CH:24]=1. (2) Given the reactants [C:1](=O)([O-])[O-].[K+].[K+].IC.[C:9]([C:11]1[C:12]([F:38])=[C:13]([NH:18][C:19]([C:21]2[N:25]([CH3:26])[N:24]=[C:23]([C:27]([F:33])([F:32])[C:28]([F:31])([F:30])[F:29])[C:22]=2[C:34]([F:37])([F:36])[F:35])=[O:20])[CH:14]=[CH:15][C:16]=1[F:17])#[N:10].O, predict the reaction product. The product is: [C:9]([C:11]1[C:12]([F:38])=[C:13]([N:18]([CH3:1])[C:19]([C:21]2[N:25]([CH3:26])[N:24]=[C:23]([C:27]([F:32])([F:33])[C:28]([F:31])([F:30])[F:29])[C:22]=2[C:34]([F:36])([F:37])[F:35])=[O:20])[CH:14]=[CH:15][C:16]=1[F:17])#[N:10].